From a dataset of Reaction yield outcomes from USPTO patents with 853,638 reactions. Predict the reaction yield, written as a fraction of the theoretical maximum amount of product (1.0 means a 100% yield; for example, 0.34 means a 34% yield). (1) The reactants are C(O[BH-](OC(=O)C)OC(=O)C)(=O)C.[Na+].[F:15][C:16]([F:52])([F:51])[C:17]1[CH:18]=[C:19]([CH:44]=[C:45]([C:47]([F:50])([F:49])[F:48])[CH:46]=1)[CH2:20][N:21]([C:38]1[N:39]=[N:40][N:41]([CH3:43])[N:42]=1)[C@H:22]1[CH2:28][CH2:27][CH2:26][NH:25][C:24]2[CH:29]=[C:30]([C:34]([F:37])([F:36])[F:35])[C:31]([CH3:33])=[CH:32][C:23]1=2.[CH3:53][O:54][C:55](=[O:65])[C:56]1[CH:61]=[C:60]([CH:62]=O)[CH:59]=[CH:58][C:57]=1[OH:64].C(O)(=O)C. The catalyst is C(#N)C.ClCCl. The product is [CH3:53][O:54][C:55](=[O:65])[C:56]1[CH:61]=[C:60]([CH2:62][N:25]2[CH2:26][CH2:27][CH2:28][C@H:22]([N:21]([CH2:20][C:19]3[CH:44]=[C:45]([C:47]([F:50])([F:48])[F:49])[CH:46]=[C:17]([C:16]([F:51])([F:15])[F:52])[CH:18]=3)[C:38]3[N:39]=[N:40][N:41]([CH3:43])[N:42]=3)[C:23]3[CH:32]=[C:31]([CH3:33])[C:30]([C:34]([F:35])([F:36])[F:37])=[CH:29][C:24]2=3)[CH:59]=[CH:58][C:57]=1[OH:64]. The yield is 0.600. (2) The reactants are C(O)C.Br[C:5]1[CH:6]=[C:7]([C:17]([NH:19][CH2:20][C:21]2[C:22](=[O:29])[NH:23][C:24]([CH3:28])=[CH:25][C:26]=2[CH3:27])=[O:18])[C:8]2[CH:9]=[CH:10][N:11]([CH:14]([CH3:16])[CH3:15])[C:12]=2[CH:13]=1. The catalyst is [Pd].O1CCCC1. The product is [CH3:27][C:26]1[CH:25]=[C:24]([CH3:28])[NH:23][C:22](=[O:29])[C:21]=1[CH2:20][NH:19][C:17]([C:7]1[C:8]2[CH:9]=[CH:10][N:11]([CH:14]([CH3:16])[CH3:15])[C:12]=2[CH:13]=[CH:5][CH:6]=1)=[O:18]. The yield is 0.600. (3) The reactants are [C:1]1(=[O:15])[C:5]2[C:6]3[C:11]([CH:12]=[CH:13][C:4]=2[C:3](=[O:14])O1)=[CH:10][CH:9]=[CH:8][CH:7]=3.[NH2:16][CH:17]([C:21]1[CH:26]=[CH:25][C:24]([O:27][CH3:28])=[C:23]([O:29][CH2:30][CH3:31])[CH:22]=1)[CH2:18][C:19]#[N:20]. The catalyst is C(O)(=O)C. The product is [O:15]=[C:1]1[C:5]2[C:6]3[CH:7]=[CH:8][CH:9]=[CH:10][C:11]=3[CH:12]=[CH:13][C:4]=2[C:3](=[O:14])[N:16]1[CH:17]([C:21]1[CH:26]=[CH:25][C:24]([O:27][CH3:28])=[C:23]([O:29][CH2:30][CH3:31])[CH:22]=1)[CH2:18][C:19]#[N:20]. The yield is 0.480.